From a dataset of Forward reaction prediction with 1.9M reactions from USPTO patents (1976-2016). Predict the product of the given reaction. (1) The product is: [OH:8][CH2:9][CH2:10][O:11][C:12]([C:14]1[CH:15]=[CH:16][C:17]([C:20]2[CH:25]=[CH:24][C:23]([OH:26])=[C:22]([OH:34])[CH:21]=2)=[CH:18][CH:19]=1)=[O:13]. Given the reactants C([O:8][CH2:9][CH2:10][O:11][C:12]([C:14]1[CH:19]=[CH:18][C:17]([C:20]2[CH:25]=[CH:24][C:23]([O:26]CC3C=CC=CC=3)=[C:22]([O:34]CC3C=CC=CC=3)[CH:21]=2)=[CH:16][CH:15]=1)=[O:13])C1C=CC=CC=1.C, predict the reaction product. (2) Given the reactants Br[C:2]1[CH:3]=[CH:4][C:5]([S:8]([NH:11][C:12]2[CH:21]=[C:20]([F:22])[C:15]([C:16]([O:18][CH3:19])=[O:17])=[C:14]([F:23])[CH:13]=2)(=[O:10])=[O:9])=[N:6][CH:7]=1.[B:24]1(B2OC(C)(C)C(C)(C)O2)[O:28]C(C)(C)C(C)(C)[O:25]1.C([O-])(=O)C.[K+], predict the reaction product. The product is: [F:23][C:14]1[CH:13]=[C:12]([NH:11][S:8]([C:5]2[N:6]=[CH:7][C:2]([B:24]([OH:28])[OH:25])=[CH:3][CH:4]=2)(=[O:10])=[O:9])[CH:21]=[C:20]([F:22])[C:15]=1[C:16]([O:18][CH3:19])=[O:17]. (3) Given the reactants [CH3:1][O:2][C:3](=[O:25])[C:4]1[CH:9]=[CH:8][C:7]([C:10]2[CH:11]=[N:12][C:13]([NH2:24])=[C:14]([O:16]CC3C=CC=CC=3)[CH:15]=2)=[CH:6][CH:5]=1, predict the reaction product. The product is: [CH3:1][O:2][C:3](=[O:25])[C:4]1[CH:5]=[CH:6][C:7]([C:10]2[CH:11]=[N:12][C:13]([NH2:24])=[C:14]([OH:16])[CH:15]=2)=[CH:8][CH:9]=1.